Dataset: Reaction yield outcomes from USPTO patents with 853,638 reactions. Task: Predict the reaction yield, written as a fraction of the theoretical maximum amount of product (1.0 means a 100% yield; for example, 0.34 means a 34% yield). The reactants are Cl.[NH2:2][C@@H:3]([CH2:24][CH:25]1[CH2:30][CH2:29][CH2:28][CH2:27][CH2:26]1)[C:4]([NH:6][C@H:7]1[CH2:13][CH2:12][CH2:11][N:10]([S:14]([C:17]2[CH:22]=[CH:21][CH:20]=[CH:19][N:18]=2)(=[O:16])=[O:15])[CH2:9][C@@H:8]1[OH:23])=[O:5].[CH3:31][N:32]1[CH:36]=[CH:35][N:34]=[C:33]1[C:37](O)=[O:38].CC(OI1(OC(C)=O)(OC(C)=O)OC(=O)C2C=CC=CC1=2)=O. No catalyst specified. The product is [CH:25]1([CH2:24][C@H:3]([NH:2][C:37]([C:33]2[N:32]([CH3:31])[CH:36]=[CH:35][N:34]=2)=[O:38])[C:4](=[O:5])[NH:6][C@H:7]2[CH2:13][CH2:12][CH2:11][N:10]([S:14]([C:17]3[CH:22]=[CH:21][CH:20]=[CH:19][N:18]=3)(=[O:15])=[O:16])[CH2:9][C:8]2=[O:23])[CH2:30][CH2:29][CH2:28][CH2:27][CH2:26]1. The yield is 0.400.